This data is from Full USPTO retrosynthesis dataset with 1.9M reactions from patents (1976-2016). The task is: Predict the reactants needed to synthesize the given product. The reactants are: [F:1][CH:2]([F:19])[CH2:3][CH2:4][O:5][C:6]1[CH:7]=[C:8]([C:13]#[C:14][Si](C)(C)C)[CH:9]=[CH:10][C:11]=1[F:12].C([O-])([O-])=O.[K+].[K+]. Given the product [F:19][CH:2]([F:1])[CH2:3][CH2:4][O:5][C:6]1[CH:7]=[C:8]([C:13]#[CH:14])[CH:9]=[CH:10][C:11]=1[F:12], predict the reactants needed to synthesize it.